From a dataset of Full USPTO retrosynthesis dataset with 1.9M reactions from patents (1976-2016). Predict the reactants needed to synthesize the given product. (1) The reactants are: [CH2:1]([C:3]1([N:9]2[CH2:18][C:17]3=[CH:19][NH:20][C:15]4[C:16]3=[C:11]([CH:12]=[CH:13][N:14]=4)[C:10]2=[O:21])[CH2:8][CH2:7][NH:6][CH2:5][CH2:4]1)[CH3:2].C(N(CC)CC)C.Cl[C:30]1[CH:35]=[CH:34][N:33]=[CH:32][N:31]=1. Given the product [CH2:1]([C:3]1([N:9]2[CH2:18][C:17]3=[CH:19][NH:20][C:15]4[C:16]3=[C:11]([CH:12]=[CH:13][N:14]=4)[C:10]2=[O:21])[CH2:8][CH2:7][N:6]([C:30]2[CH:35]=[CH:34][N:33]=[CH:32][N:31]=2)[CH2:5][CH2:4]1)[CH3:2], predict the reactants needed to synthesize it. (2) Given the product [OH:12][CH2:11][C:9]1[N:10]=[C:6]2[C:5]([N:13]3[CH2:18][CH2:17][O:16][CH2:15][CH2:14]3)=[N:4][CH:3]=[C:2]([C:27]3[CH:28]=[CH:29][C:30]([N:33]4[CH2:38][CH2:37][N:36]([C:39]([O:41][C:42]([CH3:45])([CH3:44])[CH3:43])=[O:40])[CH2:35][CH2:34]4)=[N:31][CH:32]=3)[N:7]2[CH:8]=1, predict the reactants needed to synthesize it. The reactants are: Br[C:2]1[N:7]2[CH:8]=[C:9]([CH2:11][OH:12])[N:10]=[C:6]2[C:5]([N:13]2[CH2:18][CH2:17][O:16][CH2:15][CH2:14]2)=[N:4][CH:3]=1.CC1(C)C(C)(C)OB([C:27]2[CH:28]=[CH:29][C:30]([N:33]3[CH2:38][CH2:37][N:36]([C:39]([O:41][C:42]([CH3:45])([CH3:44])[CH3:43])=[O:40])[CH2:35][CH2:34]3)=[N:31][CH:32]=2)O1.C([O-])([O-])=O.[K+].[K+]. (3) Given the product [C:1]([O:5][C:6]([N:8]1[CH2:12][C:11](=[N:13][O:14][CH2:15][C:38]2[CH:43]=[CH:42][C:41]([O:44][CH3:45])=[CH:40][CH:39]=2)[CH2:10][C@H:9]1[C:16]([OH:18])=[O:17])=[O:7])([CH3:4])([CH3:2])[CH3:3], predict the reactants needed to synthesize it. The reactants are: [C:1]([O:5][C:6]([N:8]1[CH2:12][C:11](=[N:13][O:14][CH3:15])[CH2:10][C@H:9]1[C:16]([OH:18])=[O:17])=[O:7])([CH3:4])([CH3:3])[CH3:2].C(OC(N1CC(=O)C[C@H]1C(O)=O)=O)(C)(C)C.NOC[C:38]1[CH:43]=[CH:42][C:41]([O:44][CH3:45])=[CH:40][CH:39]=1. (4) Given the product [F:13][CH:2]([F:1])[C:3]1[CH:8]=[CH:7][C:6]([F:9])=[CH:5][C:4]=1[CH:10]([OH:12])[CH3:11], predict the reactants needed to synthesize it. The reactants are: [F:1][CH:2]([F:13])[C:3]1[CH:8]=[CH:7][C:6]([F:9])=[CH:5][C:4]=1[C:10](=[O:12])[CH3:11].[BH4-].[Na+].